This data is from Full USPTO retrosynthesis dataset with 1.9M reactions from patents (1976-2016). The task is: Predict the reactants needed to synthesize the given product. (1) Given the product [CH3:10][C:11]1[CH:16]=[C:15]([C:17]2[C:18]3=[N:23][S:6](=[O:8])(=[O:7])[CH2:5][CH2:4][N:19]3[CH:20]=[CH:21][CH:22]=2)[CH:14]=[CH:13][C:12]=1[C:24]1[CH:29]=[CH:28][CH:27]=[CH:26][CH:25]=1, predict the reactants needed to synthesize it. The reactants are: [H-].[Na+].Cl[CH2:4][CH2:5][S:6](Cl)(=[O:8])=[O:7].[CH3:10][C:11]1[CH:16]=[C:15]([C:17]2[C:18]([NH2:23])=[N:19][CH:20]=[CH:21][CH:22]=2)[CH:14]=[CH:13][C:12]=1[C:24]1[CH:29]=[CH:28][CH:27]=[CH:26][CH:25]=1. (2) Given the product [CH3:1][O:2][C:3](=[O:21])[CH2:4][C:5]1[C:14]([C:34]#[C:33][Si:30]([CH3:32])([CH3:31])[CH3:29])=[C:13]([O:16][C:17](=[O:19])[CH3:18])[C:12]2[C:7](=[CH:8][CH:9]=[C:10]([F:20])[CH:11]=2)[CH:6]=1, predict the reactants needed to synthesize it. The reactants are: [CH3:1][O:2][C:3](=[O:21])[CH2:4][C:5]1[C:14](I)=[C:13]([O:16][C:17](=[O:19])[CH3:18])[C:12]2[C:7](=[CH:8][CH:9]=[C:10]([F:20])[CH:11]=2)[CH:6]=1.C(N(CC)CC)C.[CH3:29][Si:30]([C:33]#[CH:34])([CH3:32])[CH3:31]. (3) The reactants are: [CH3:1][N:2]1[C:6]([C:7]2[CH:16]=[CH:15][CH:14]=[C:13]3[C:8]=2[CH:9]=[CH:10][C:11]([CH3:17])=[N:12]3)=[N:5][NH:4][C:3]1=[S:18].Br[CH2:20][CH2:21][CH2:22][Cl:23].[H-].[Na+]. Given the product [Cl:23][CH2:22][CH2:21][CH2:20][S:18][C:3]1[N:2]([CH3:1])[C:6]([C:7]2[CH:16]=[CH:15][CH:14]=[C:13]3[C:8]=2[CH:9]=[CH:10][C:11]([CH3:17])=[N:12]3)=[N:5][N:4]=1, predict the reactants needed to synthesize it.